From a dataset of Forward reaction prediction with 1.9M reactions from USPTO patents (1976-2016). Predict the product of the given reaction. (1) Given the reactants [CH3:1][C@H:2]1[NH:7][C@@H:6]([CH3:8])[CH2:5][N:4]([C:9]2[CH:10]=[CH:11][C:12]([O:16][CH2:17][C:18]3[CH:23]=[CH:22][CH:21]=[CH:20][CH:19]=3)=[C:13]([CH:15]=2)[NH2:14])[CH2:3]1.[Br:24][C:25]1[S:29][C:28]([S:30](Cl)(=[O:32])=[O:31])=[CH:27][CH:26]=1, predict the reaction product. The product is: [Br:24][C:25]1[S:29][C:28]([S:30]([NH:14][C:13]2[CH:15]=[C:9]([N:4]3[CH2:3][C@H:2]([CH3:1])[NH:7][C@H:6]([CH3:8])[CH2:5]3)[CH:10]=[CH:11][C:12]=2[O:16][CH2:17][C:18]2[CH:23]=[CH:22][CH:21]=[CH:20][CH:19]=2)(=[O:32])=[O:31])=[CH:27][CH:26]=1. (2) The product is: [F:35][C:22]1[CH:21]=[C:20]([C:17]2[CH:16]=[CH:15][C:14]([O:13][CH2:12][CH2:11][NH:39][CH2:38][CH2:37][NH2:40])=[CH:19][CH:18]=2)[CH:25]=[CH:24][C:23]=1[C:26]1[CH:27]=[CH:28][C:29]([CH2:32][CH2:33][CH3:34])=[CH:30][CH:31]=1. Given the reactants C1(C)C=CC(S(O[CH2:11][CH2:12][O:13][C:14]2[CH:19]=[CH:18][C:17]([C:20]3[CH:25]=[CH:24][C:23]([C:26]4[CH:31]=[CH:30][C:29]([CH2:32][CH2:33][CH3:34])=[CH:28][CH:27]=4)=[C:22]([F:35])[CH:21]=3)=[CH:16][CH:15]=2)(=O)=O)=CC=1.[CH2:37]([NH2:40])[CH2:38][NH2:39], predict the reaction product. (3) Given the reactants [NH:1]([C:20]([O:22]C(C)(C)C)=O)[C@H:2]([C:6]([NH:8][CH2:9][C:10]([O:12][CH2:13][C:14]1[CH:19]=[CH:18][CH:17]=[CH:16][CH:15]=1)=[O:11])=[O:7])[CH:3]([CH3:5])[CH3:4].Cl.O1CCOCC1.N[C@H](C(NCC(OCC1C=CC=CC=1)=O)=O)C(C)C.Cl.[NH:54]([C:71]([O:73][CH2:74][C:75]1[CH:80]=[CH:79][CH:78]=[CH:77][CH:76]=1)=[O:72])[C@H:55]([C:61]([O:63][CH2:64][C:65]1[CH:70]=[CH:69][CH:68]=[CH:67][CH:66]=1)=[O:62])[CH2:56][CH2:57]C(=O)O.C(N(CC)CC)C.C1C=CC2N(O)N=NC=2C=1.CCN=C=NCCCN(C)C.Cl, predict the reaction product. The product is: [NH:54]([C:71]([O:73][CH2:74][C:75]1[CH:76]=[CH:77][CH:78]=[CH:79][CH:80]=1)=[O:72])[C@H:55]([C:61]([O:63][CH2:64][C:65]1[CH:70]=[CH:69][CH:68]=[CH:67][CH:66]=1)=[O:62])[CH2:56][CH2:57][C:20]([NH:1][C@H:2]([C:6]([NH:8][CH2:9][C:10]([O:12][CH2:13][C:14]1[CH:15]=[CH:16][CH:17]=[CH:18][CH:19]=1)=[O:11])=[O:7])[CH:3]([CH3:4])[CH3:5])=[O:22]. (4) Given the reactants [N:1]1([CH2:6][CH2:7][NH:8][C:9]([C:11]2[CH:16]=[CH:15][C:14]([NH:17][C:18]3[N:23]=[CH:22][C:21]([NH:24][C:25](=[O:35])[C:26]4[CH:31]=[C:30]([O:32]C)[CH:29]=[CH:28][C:27]=4[Cl:34])=[CH:20][N:19]=3)=[CH:13][N:12]=2)=[O:10])[CH2:5][CH2:4][CH2:3][CH2:2]1.B(Br)(Br)Br, predict the reaction product. The product is: [N:1]1([CH2:6][CH2:7][NH:8][C:9]([C:11]2[CH:16]=[CH:15][C:14]([NH:17][C:18]3[N:19]=[CH:20][C:21]([NH:24][C:25](=[O:35])[C:26]4[CH:31]=[C:30]([OH:32])[CH:29]=[CH:28][C:27]=4[Cl:34])=[CH:22][N:23]=3)=[CH:13][N:12]=2)=[O:10])[CH2:2][CH2:3][CH2:4][CH2:5]1.